From a dataset of M1 muscarinic receptor antagonist screen with 61,756 compounds. Binary Classification. Given a drug SMILES string, predict its activity (active/inactive) in a high-throughput screening assay against a specified biological target. The molecule is O1CCN(C(c2n(nnn2)C2CCCC2)c2ccncc2)CC1. The result is 0 (inactive).